The task is: Predict which catalyst facilitates the given reaction.. This data is from Catalyst prediction with 721,799 reactions and 888 catalyst types from USPTO. (1) Reactant: [F:1][C:2]1[CH:7]=[CH:6][C:5]([F:8])=[CH:4][C:3]=1[CH:9](O)[C:10]([CH3:16])([CH3:15])[C:11]([O:13][CH3:14])=[O:12].C1(P(C2C=CC=CC=2)C2C=CC=CC=2)C=CC=CC=1.N(C(OC(C)C)=O)=NC(OC(C)C)=O.[Cl:51][C:52]1[CH:57]=[CH:56][C:55]([SH:58])=[CH:54][CH:53]=1. Product: [Cl:51][C:52]1[CH:57]=[CH:56][C:55]([S:58][CH:9]([C:3]2[CH:4]=[C:5]([F:8])[CH:6]=[CH:7][C:2]=2[F:1])[C:10]([CH3:16])([CH3:15])[C:11]([O:13][CH3:14])=[O:12])=[CH:54][CH:53]=1. The catalyst class is: 30. (2) Reactant: Cl.Cl.[Cl:3][C:4]1[CH:24]=[C:23]([NH:25][CH3:26])[CH:22]=[CH:21][C:5]=1[CH2:6][N:7]1[C:11]2=[N:12][C:13]([C:16]([O:18][CH3:19])=[O:17])=[CH:14][CH:15]=[C:10]2[N:9]=[C:8]1[CH3:20].N1C=CC=CC=1.[C:33](Cl)(=[O:37])[O:34][CH2:35][CH3:36]. Product: [Cl:3][C:4]1[CH:24]=[C:23]([N:25]([C:33]([O:34][CH2:35][CH3:36])=[O:37])[CH3:26])[CH:22]=[CH:21][C:5]=1[CH2:6][N:7]1[C:11]2=[N:12][C:13]([C:16]([O:18][CH3:19])=[O:17])=[CH:14][CH:15]=[C:10]2[N:9]=[C:8]1[CH3:20]. The catalyst class is: 7. (3) Reactant: [CH3:1][O:2][C:3]([C:5]1[C:18]2[C:17](=[O:19])[C:16]3[C:11](=[CH:12][CH:13]=[C:14]([CH3:20])[CH:15]=3)[O:10][C:9]=2[CH:8]=[CH:7][CH:6]=1)=[O:4].[Br:21]N1C(=O)CCC1=O. Product: [CH3:1][O:2][C:3]([C:5]1[C:18]2[C:17](=[O:19])[C:16]3[C:11](=[CH:12][CH:13]=[C:14]([CH2:20][Br:21])[CH:15]=3)[O:10][C:9]=2[CH:8]=[CH:7][CH:6]=1)=[O:4]. The catalyst class is: 340. (4) Product: [Br-:10].[C:12]([CH2:11][N:3]1[C:2]([Cl:1])=[C:6]([Cl:7])[N+:5]([CH2:16][CH2:17][C:18]2[C:27]3[C:22](=[CH:23][CH:24]=[CH:25][CH:26]=3)[CH:21]=[CH:20][CH:19]=2)=[CH:4]1)([OH:14])=[O:13]. Reactant: [Cl:1][C:2]1[N:3]=[CH:4][NH:5][C:6]=1[Cl:7].[OH-].[K+].[Br:10][CH2:11][C:12]([OH:14])=[O:13].Br[CH2:16][CH2:17][C:18]1[C:27]2[C:22](=[CH:23][CH:24]=[CH:25][CH:26]=2)[CH:21]=[CH:20][CH:19]=1.Br. The catalyst class is: 10.